From a dataset of Reaction yield outcomes from USPTO patents with 853,638 reactions. Predict the reaction yield, written as a fraction of the theoretical maximum amount of product (1.0 means a 100% yield; for example, 0.34 means a 34% yield). The reactants are [C:1]([N:9]=[C:10]=[S:11])(=[O:8])[C:2]1[CH:7]=[CH:6][CH:5]=[CH:4][CH:3]=1.[NH2:12][C:13]1([C:27]2[CH:32]=[CH:31][CH:30]=[CH:29][CH:28]=2)[CH:17]([CH2:18][OH:19])[CH2:16][N:15]([C:20]([O:22][C:23]([CH3:26])([CH3:25])[CH3:24])=[O:21])[CH2:14]1.C(=O)(O)[O-].[Na+].ClCCl. The catalyst is O1CCCC1. The product is [C:1]([NH:9][C:10]([NH:12][C:13]1([C:27]2[CH:32]=[CH:31][CH:30]=[CH:29][CH:28]=2)[CH:17]([CH2:18][OH:19])[CH2:16][N:15]([C:20]([O:22][C:23]([CH3:26])([CH3:24])[CH3:25])=[O:21])[CH2:14]1)=[S:11])(=[O:8])[C:2]1[CH:7]=[CH:6][CH:5]=[CH:4][CH:3]=1. The yield is 0.680.